From a dataset of Catalyst prediction with 721,799 reactions and 888 catalyst types from USPTO. Predict which catalyst facilitates the given reaction. (1) Reactant: [F:1][C:2]([F:17])([F:16])[C:3]1[CH:8]=[CH:7][C:6]([C:9]2[N:10]=[C:11]([CH2:14]O)[S:12][CH:13]=2)=[CH:5][CH:4]=1.S(Cl)([Cl:20])=O.C([O-])(O)=O.[Na+]. Product: [Cl:20][CH2:14][C:11]1[S:12][CH:13]=[C:9]([C:6]2[CH:7]=[CH:8][C:3]([C:2]([F:17])([F:16])[F:1])=[CH:4][CH:5]=2)[N:10]=1. The catalyst class is: 1. (2) Reactant: [CH3:1][O:2][C:3]([NH:5][C@@H:6]([CH:52]([CH3:54])[CH3:53])[C:7]([N:9]1[CH2:13][CH2:12][CH2:11][C@H:10]1[C:14]1[NH:18][C:17]2[C:19]3[C:24]([CH:25]=[CH:26][C:16]=2[N:15]=1)=[CH:23][C:22]([C:27]1[CH:32]=[CH:31][C:30]([C:33]2[NH:37][C:36]([C@@H:38]4[C@@H:43]5[CH2:44][C@@H:40]([CH2:41][CH2:42]5)[N:39]4C(OC(C)(C)C)=O)=[N:35][CH:34]=2)=[CH:29][CH:28]=1)=[CH:21][CH:20]=3)=[O:8])=[O:4].Cl.[CH3:56][O:57][C@H:58]([CH3:68])[C@H:59]([NH:63][C:64]([O:66][CH3:67])=[O:65])[C:60]([OH:62])=O.CCOC(C(C#N)=NOC(N1CCOCC1)=[N+](C)C)=O.F[P-](F)(F)(F)(F)F.CCN(C(C)C)C(C)C. Product: [CH3:67][O:66][C:64]([NH:63][C@@H:59]([C@H:58]([O:57][CH3:56])[CH3:68])[C:60]([N:39]1[C@H:38]([C:36]2[NH:37][C:33]([C:30]3[CH:31]=[CH:32][C:27]([C:22]4[CH:23]=[C:24]5[C:19](=[CH:20][CH:21]=4)[C:17]4[NH:18][C:14]([C@@H:10]6[CH2:11][CH2:12][CH2:13][N:9]6[C:7](=[O:8])[C@@H:6]([NH:5][C:3](=[O:4])[O:2][CH3:1])[CH:52]([CH3:53])[CH3:54])=[N:15][C:16]=4[CH:26]=[CH:25]5)=[CH:28][CH:29]=3)=[CH:34][N:35]=2)[C@@H:43]2[CH2:44][C@H:40]1[CH2:41][CH2:42]2)=[O:62])=[O:65]. The catalyst class is: 59.